Dataset: Catalyst prediction with 721,799 reactions and 888 catalyst types from USPTO. Task: Predict which catalyst facilitates the given reaction. (1) Reactant: [N+:1]([C:4]1[CH:12]=[CH:11][CH:10]=[C:9]2[C:5]=1[CH:6]=[N:7][NH:8]2)([O-:3])=[O:2].C(=O)([O-])[O-].[K+].[K+].[CH2:19](Br)[C:20]1[CH:25]=[CH:24][CH:23]=[CH:22][CH:21]=1.O. Product: [CH2:19]([N:8]1[C:9]2[C:5](=[C:4]([N+:1]([O-:3])=[O:2])[CH:12]=[CH:11][CH:10]=2)[CH:6]=[N:7]1)[C:20]1[CH:25]=[CH:24][CH:23]=[CH:22][CH:21]=1. The catalyst class is: 3. (2) The catalyst class is: 9. Product: [Br:1][C:2]1[CH:7]=[CH:6][C:5]([O:8][CH:12]2[CH2:17][CH2:16][O:15][C:13]2=[O:14])=[CH:4][CH:3]=1. Reactant: [Br:1][C:2]1[CH:7]=[CH:6][C:5]([OH:8])=[CH:4][CH:3]=1.[H-].[Na+].Br[CH:12]1[CH2:17][CH2:16][O:15][C:13]1=[O:14]. (3) Reactant: [O:1]1[C:6]2[CH:7]=[CH:8][CH:9]=[C:10]([NH:11][C:12](=[O:14])[CH3:13])[C:5]=2[O:4][CH2:3][CH2:2]1.[Br:15]Br. Product: [Br:15][C:7]1[C:6]2[O:1][CH2:2][CH2:3][O:4][C:5]=2[C:10]([NH:11][C:12](=[O:14])[CH3:13])=[CH:9][CH:8]=1. The catalyst class is: 22. (4) Reactant: [C:1]([C:3]1[CH:4]=[C:5]([C:9]2([CH2:29][O:30]CC=C)[C:13](=[O:14])[N:12]([C:15]3[CH:22]=[CH:21][C:18]([C:19]#[N:20])=[C:17]([C:23]([F:26])([F:25])[F:24])[CH:16]=3)[C:11](=[O:27])[N:10]2[CH3:28])[CH:6]=[CH:7][CH:8]=1)#[N:2]. Product: [C:1]([C:3]1[CH:4]=[C:5]([C:9]2([CH2:29][OH:30])[C:13](=[O:14])[N:12]([C:15]3[CH:22]=[CH:21][C:18]([C:19]#[N:20])=[C:17]([C:23]([F:26])([F:24])[F:25])[CH:16]=3)[C:11](=[O:27])[N:10]2[CH3:28])[CH:6]=[CH:7][CH:8]=1)#[N:2]. The catalyst class is: 2. (5) Reactant: Cl[CH2:2][CH2:3][CH2:4][NH:5][C:6]([C:8]1[CH:9]=[N:10][N:11]2[CH:16]=[CH:15][C:14]([N:17]3[CH2:21][CH2:20][CH2:19][C@@H:18]3[C:22]3[C:23]([OH:29])=[N:24][CH:25]=[C:26]([F:28])[CH:27]=3)=[N:13][C:12]=12)=[O:7].C([O-])([O-])=O.[Cs+].[Cs+]. Product: [F:28][C:26]1[CH:27]=[C:22]2[C:23](=[N:24][CH:25]=1)[O:29][CH2:2][CH2:3][CH2:4][NH:5][C:6](=[O:7])[C:8]1=[C:12]3[N:13]=[C:14]([CH:15]=[CH:16][N:11]3[N:10]=[CH:9]1)[N:17]1[C@@H:18]2[CH2:19][CH2:20][CH2:21]1. The catalyst class is: 3. (6) Product: [CH3:13][O:12][C:5]1[C:4]([O:14][CH3:15])=[CH:3][C:2]([S:23]([C:20]2[CH:21]=[CH:22][C:17]([CH3:26])=[CH:18][CH:19]=2)(=[O:25])=[O:24])=[CH:11][C:6]=1[C:7]([O:9][CH3:10])=[O:8]. The catalyst class is: 122. Reactant: I[C:2]1[CH:3]=[C:4]([O:14][CH3:15])[C:5]([O:12][CH3:13])=[C:6]([CH:11]=1)[C:7]([O:9][CH3:10])=[O:8].O.[C:17]1([CH3:26])[CH:22]=[CH:21][C:20]([S:23]([O-:25])=[O:24])=[CH:19][CH:18]=1.[Na+].O.CCOC(C)=O.